This data is from Reaction yield outcomes from USPTO patents with 853,638 reactions. The task is: Predict the reaction yield, written as a fraction of the theoretical maximum amount of product (1.0 means a 100% yield; for example, 0.34 means a 34% yield). (1) The reactants are Br[C:2]1[CH:7]=[CH:6][C:5]([O:8][CH3:9])=[C:4]([O:10][CH2:11][CH3:12])[CH:3]=1.C([Li])CCC.[CH3:18][O:19][C:20]1[CH:21]=[C:22]([CH:25]=[C:26]([O:28][CH3:29])[CH:27]=1)[CH:23]=[O:24].COC1C=C(C(C2C=CC=C(OC)C=2)=CC#N)C=C(OC)C=1. The product is [CH3:29][O:28][C:26]1[CH:25]=[C:22]([CH:23]([C:2]2[CH:7]=[CH:6][C:5]([O:8][CH3:9])=[C:4]([O:10][CH2:11][CH3:12])[CH:3]=2)[OH:24])[CH:21]=[C:20]([O:19][CH3:18])[CH:27]=1. The yield is 0.800. No catalyst specified. (2) The reactants are Br[C:2]1[CH:7]=[CH:6][CH:5]=[C:4]([Br:8])[C:3]=1[Cl:9].C[Si](C)(C)[C:12]#[C:13][CH3:14].[F-].C([N+](CCCC)(CCCC)CCCC)CCC.C(NC(C)C)(C)C. The catalyst is [Cu](I)I.C1C=CC(P(C2C=CC=CC=2)[C-]2C=CC=C2)=CC=1.C1C=CC(P(C2C=CC=CC=2)[C-]2C=CC=C2)=CC=1.Cl[Pd]Cl.[Fe+2].C(Cl)Cl.CN(C=O)C. The product is [Br:8][C:4]1[CH:5]=[CH:6][CH:7]=[C:2]([C:12]#[C:13][CH3:14])[C:3]=1[Cl:9]. The yield is 0.220. (3) The reactants are Cl[SiH:2]1[N:6]([C:7]([CH3:10])([CH3:9])[CH3:8])[CH:5]=[CH:4][N:3]1[C:11]([CH3:14])([CH3:13])[CH3:12].O1CC[CH2:17][CH2:16]1.C([Mg]Cl)=C. The catalyst is CCCCCC. The product is [C:11]([N:3]1[CH:4]=[CH:5][N:6]([C:7]([CH3:10])([CH3:9])[CH3:8])[SiH:2]1[CH:16]=[CH2:17])([CH3:14])([CH3:13])[CH3:12]. The yield is 0.480. (4) The reactants are [Br:1][C:2]1[C:3]([O:13][CH2:14][CH2:15][CH2:16][C:17]2[C:18]([CH:32]([CH3:34])[CH3:33])=[N:19][N:20]([C:22]3[CH:27]=[CH:26][C:25]([C:28]([F:31])([F:30])[F:29])=[CH:24][N:23]=3)[CH:21]=2)=[C:4]([CH2:8][C:9]([O:11]C)=[O:10])[CH:5]=[CH:6][CH:7]=1.[OH-].[Na+].O1CCCC1.Cl. The catalyst is CO. The product is [Br:1][C:2]1[C:3]([O:13][CH2:14][CH2:15][CH2:16][C:17]2[C:18]([CH:32]([CH3:34])[CH3:33])=[N:19][N:20]([C:22]3[CH:27]=[CH:26][C:25]([C:28]([F:31])([F:29])[F:30])=[CH:24][N:23]=3)[CH:21]=2)=[C:4]([CH2:8][C:9]([OH:11])=[O:10])[CH:5]=[CH:6][CH:7]=1. The yield is 0.890. (5) The reactants are [Cl:1][C:2]1[CH:9]=[CH:8][CH:7]=[CH:6][C:3]=1[CH:4]=O.[CH:10]([O:13][C:14]1[CH:15]=[C:16]([CH:28]=[C:29]([NH2:31])[CH:30]=1)[C:17]([NH:19][C:20]1[S:21][C:22]([C:25]([OH:27])=[O:26])=[CH:23][N:24]=1)=[O:18])([CH3:12])[CH3:11].C([BH3-])#N.[Na+]. The catalyst is CO. The product is [CH:10]([O:13][C:14]1[CH:15]=[C:16]([CH:28]=[C:29]([NH:31][CH2:4][C:3]2[CH:6]=[CH:7][CH:8]=[CH:9][C:2]=2[Cl:1])[CH:30]=1)[C:17]([NH:19][C:20]1[S:21][C:22]([C:25]([OH:27])=[O:26])=[CH:23][N:24]=1)=[O:18])([CH3:12])[CH3:11]. The yield is 0.550. (6) The product is [Cl:7][C:8]1[CH:16]=[CH:15][C:14]([S:17]([OH:19])=[O:18])=[CH:13][C:9]=1[C:10]([OH:12])=[O:11]. The reactants are S([O-])([O-])=O.[Na+].[Na+].[Cl:7][C:8]1[CH:16]=[CH:15][C:14]([S:17](F)(=[O:19])=[O:18])=[CH:13][C:9]=1[C:10]([OH:12])=[O:11].[OH-].[Na+].Cl. The catalyst is O. The yield is 0.765. (7) The reactants are [F:1][C:2]1[CH:10]=[CH:9][C:8]([C:11]([OH:13])=O)=[C:7]2[C:3]=1[CH:4]=[CH:5][NH:6]2.[C:14]([C:18]1[CH:37]=[CH:36][C:21]([CH2:22][NH:23][CH2:24][CH2:25][C:26]2[CH:31]=[CH:30][CH:29]=[C:28]([C:32]([F:35])([F:34])[F:33])[CH:27]=2)=[CH:20][CH:19]=1)([CH3:17])([CH3:16])[CH3:15].CCN=C=NCCCN(C)C.Cl. The catalyst is C(Cl)Cl. The product is [C:14]([C:18]1[CH:37]=[CH:36][C:21]([CH2:22][N:23]([CH2:24][CH2:25][C:26]2[CH:31]=[CH:30][CH:29]=[C:28]([C:32]([F:35])([F:33])[F:34])[CH:27]=2)[C:11]([C:8]2[CH:9]=[CH:10][C:2]([F:1])=[C:3]3[C:7]=2[NH:6][CH:5]=[CH:4]3)=[O:13])=[CH:20][CH:19]=1)([CH3:17])([CH3:15])[CH3:16]. The yield is 0.810. (8) The reactants are [OH:1]O.[CH2:3]([C@@H:10]([CH2:26][CH2:27][C@H:28]([CH3:44])[C:29](N1[C@@H](CC2C=CC=CC=2)COC1=O)=[O:30])C(N1[C@@H](CC2C=CC=CC=2)COC1=O)=O)[C:4]1[CH:9]=[CH:8][CH:7]=[CH:6][CH:5]=1.O[Li].O.[O-]S([O-])=O.[Na+].[Na+].[C:54]([O-:57])([OH:56])=O.[Na+]. The catalyst is C1COCC1.O. The product is [CH2:3]([C@@H:10]([CH2:26][CH2:27][C@H:28]([CH3:44])[C:29]([OH:30])=[O:1])[C:54]([OH:57])=[O:56])[C:4]1[CH:5]=[CH:6][CH:7]=[CH:8][CH:9]=1. The yield is 0.590. (9) The reactants are [C:1]([OH:16])(=[O:15])[CH2:2][CH2:3][CH2:4][CH2:5][CH2:6][CH2:7][CH2:8][CH2:9][CH2:10][CH2:11][CH2:12][CH2:13][CH3:14].CN(C1C=CC=CN=1)C.Cl.C(N=C=NCCCN(C)C)C.[CH3:38][C:39]([CH3:74])([CH3:73])/[CH:40]=[CH:41]/[C@H:42]1[O:47][C:46]([CH3:49])([CH3:48])[O:45][C@@H:44]([C@@H:50]([O:70][CH3:71])[C:51]([NH:53][C@H:54]2[CH2:60][CH2:59][C@@H:58](O)[CH2:57][N:56]([CH2:62][C:63]3[CH:64]=[N:65][CH:66]=[CH:67][CH:68]=3)[C:55]2=[O:69])=[O:52])[C@@H:43]1[OH:72]. The catalyst is C(Cl)Cl. The product is [CH3:38][C:39]([CH3:74])([CH3:73])/[CH:40]=[CH:41]/[C@H:42]1[O:47][C:46]([CH3:48])([CH3:49])[O:45][C@@H:44]([C@@H:50]([O:70][CH3:71])[C:51]([NH:53][C@@H:54]2[C:55](=[O:69])[N:56]([CH2:62][C:63]3[CH:64]=[N:65][CH:66]=[CH:67][CH:68]=3)[CH2:57][C@H:58]([O:15][C:1](=[O:16])[CH2:2][CH2:3][CH2:4][CH2:5][CH2:6][CH2:7][CH2:8][CH2:9][CH2:10][CH2:11][CH2:12][CH2:13][CH3:14])[CH2:59][CH2:60]2)=[O:52])[C@@H:43]1[OH:72]. The yield is 0.288.